This data is from Catalyst prediction with 721,799 reactions and 888 catalyst types from USPTO. The task is: Predict which catalyst facilitates the given reaction. (1) Reactant: [BH4-].[Li+].C([O:5][C:6](=O)[CH2:7][CH:8]1[CH2:13][CH2:12][N:11]([CH:14]2[CH2:16][CH2:15]2)[CH2:10][CH2:9]1)C.CO.O. Product: [CH:14]1([N:11]2[CH2:10][CH2:9][CH:8]([CH2:7][CH2:6][OH:5])[CH2:13][CH2:12]2)[CH2:16][CH2:15]1. The catalyst class is: 49. (2) Reactant: C(NC(C)C)(C)C.[F:8][C:9]1[CH:14]=[CH:13][C:12]([N:15]2[C:23]3[C:18](=[CH:19][C:20]([O:24][C@H:25]([C:29]4[CH:34]=[CH:33][CH:32]=[C:31]([O:35][CH3:36])[CH:30]=4)[C@@H:26]([NH2:28])[CH3:27])=[CH:21][CH:22]=3)[CH:17]=[N:16]2)=[CH:11][CH:10]=1.[NH2:37][C:38](=[O:42])[C:39](O)=[O:40].CN(C(ON1N=NC2C=CC=CC1=2)=[N+](C)C)C.F[P-](F)(F)(F)(F)F. Product: [F:8][C:9]1[CH:10]=[CH:11][C:12]([N:15]2[C:23]3[C:18](=[CH:19][C:20]([O:24][C@H:25]([C:29]4[CH:34]=[CH:33][CH:32]=[C:31]([O:35][CH3:36])[CH:30]=4)[C@@H:26]([NH:28][C:39]([C:38]([NH2:37])=[O:42])=[O:40])[CH3:27])=[CH:21][CH:22]=3)[CH:17]=[N:16]2)=[CH:13][CH:14]=1. The catalyst class is: 4. (3) Reactant: [NH:1]1[C:5]2[CH:6]=[CH:7][CH:8]=[CH:9][C:4]=2[N:3]=[C:2]1[S:10][CH2:11][C:12]1[CH:17]=[CH:16][CH:15]=[CH:14][C:13]=1[NH2:18].ClC1C=C(C=CC=1)C(OO)=[O:24]. Product: [NH:1]1[C:5]2[CH:6]=[CH:7][CH:8]=[CH:9][C:4]=2[N:3]=[C:2]1[S:10]([CH2:11][C:12]1[CH:17]=[CH:16][CH:15]=[CH:14][C:13]=1[NH2:18])=[O:24]. The catalyst class is: 22.